This data is from Full USPTO retrosynthesis dataset with 1.9M reactions from patents (1976-2016). The task is: Predict the reactants needed to synthesize the given product. (1) Given the product [CH:14]([C:8]1[CH:9]=[CH:10][C:11]([CH3:13])=[CH:12][C:7]=1[N:6]1[C:5](=[O:17])[CH2:4][S:3]/[C:2]/1=[N:1]\[C:19](=[O:20])[O:21][C:22]1[CH:23]=[CH:24][C:25]([N+:28]([O-:30])=[O:29])=[CH:26][CH:27]=1)([CH3:15])[CH3:16], predict the reactants needed to synthesize it. The reactants are: [NH:1]=[C:2]1[N:6]([C:7]2[CH:12]=[C:11]([CH3:13])[CH:10]=[CH:9][C:8]=2[CH:14]([CH3:16])[CH3:15])[C:5](=[O:17])[CH2:4][S:3]1.Cl[C:19]([O:21][C:22]1[CH:27]=[CH:26][C:25]([N+:28]([O-:30])=[O:29])=[CH:24][CH:23]=1)=[O:20].C(=O)([O-])[O-].[Cs+].[Cs+]. (2) Given the product [OH:1][CH2:2][CH2:3][CH2:4][N:5]1[CH:9]=[C:8]([C:10]2[CH:11]=[CH:12][C:13]([NH:21][C:22]3[C:27]([C:28]([F:29])([F:30])[F:31])=[CH:26][N:25]=[C:24]([NH:32][C:33]4[CH:47]=[CH:46][C:36]([CH2:37][P:38](=[O:45])([O:42][CH2:43][CH3:44])[O:39][CH2:40][CH3:41])=[CH:35][C:34]=4[O:48][CH3:49])[N:23]=3)=[C:14]([C:15](=[O:20])[NH:16][CH3:19])[C:18]=2[CH3:17])[CH:7]=[N:6]1, predict the reactants needed to synthesize it. The reactants are: [OH:1][CH2:2][CH2:3][CH2:4][N:5]1[CH:9]=[C:8]([C:10]2[CH:11]=[CH:12][C:13]([NH:21][C:22]3[C:27]([C:28]([F:31])([F:30])[F:29])=[CH:26][N:25]=[C:24]([NH:32][C:33]4[CH:47]=[CH:46][C:36]([CH2:37][P:38](=[O:45])([O:42][CH2:43][CH3:44])[O:39][CH2:40][CH3:41])=[CH:35][C:34]=4[O:48][CH3:49])[N:23]=3)=[C:14]3[C:18]=2[CH2:17][N:16]([CH3:19])[C:15]3=[O:20])[CH:7]=[N:6]1.NC1C(C(NC)=O)=C(C)C(C2C=NN(CCCO)C=2)=CC=1. (3) Given the product [F:1][C:2]1[CH:7]=[CH:6][CH:5]=[CH:4][C:3]=1[N:8]1[CH2:13][CH2:12][N:11]([CH2:6][C:5]2[O:26][C:24]3[C:25](=[N:8][CH:3]=[CH:2][CH:7]=3)[CH:4]=2)[CH2:10][CH2:9]1, predict the reactants needed to synthesize it. The reactants are: [F:1][C:2]1[CH:7]=[CH:6][CH:5]=[CH:4][C:3]=1[N:8]1[CH2:13][CH2:12][NH:11][CH2:10][CH2:9]1.C(O[BH-](O[C:24](=[O:26])[CH3:25])OC(=O)C)(=O)C.[Na+]. (4) Given the product [Br:20][CH2:21][CH2:22][CH2:23][CH2:24][O:1][C:2]1[CH:10]=[CH:9][C:5]([C:6]([NH2:8])=[O:7])=[C:4]([N+:11]([O-:13])=[O:12])[CH:3]=1, predict the reactants needed to synthesize it. The reactants are: [OH:1][C:2]1[CH:10]=[CH:9][C:5]([C:6]([NH2:8])=[O:7])=[C:4]([N+:11]([O-:13])=[O:12])[CH:3]=1.C(=O)([O-])[O-].[K+].[K+].[Br:20][CH2:21][CH2:22][CH2:23][CH2:24]Br. (5) Given the product [C:1]([N:4]1[CH2:9][CH2:8][CH:7]([NH:10][NH:11][C:12](=[O:19])[C:13]2[CH:14]=[CH:15][CH:16]=[CH:17][CH:18]=2)[CH2:6][CH2:5]1)(=[O:3])[CH3:2], predict the reactants needed to synthesize it. The reactants are: [C:1]([N:4]1[CH2:9][CH2:8][C:7](=[N:10][NH:11][C:12](=[O:19])[C:13]2[CH:18]=[CH:17][CH:16]=[CH:15][CH:14]=2)[CH2:6][CH2:5]1)(=[O:3])[CH3:2].C(OCC)C. (6) Given the product [CH:6]1([C:12]2[C:13]3[CH:14]=[CH:15][C:16]4[C:17](=[O:60])[NH:18][CH2:19][CH2:20][CH:21]=[CH:22][CH2:23][CH2:24][NH:25][C:26](=[O:59])[CH2:27][N:28]([C:57]=3[CH:58]=4)[C:29]=2[C:30]2[CH:35]=[CH:34][C:33]([O:36][CH2:37][C:38]3[CH:43]=[C:42]([NH2:44])[CH:41]=[CH:40][C:39]=3[N:47]3[CH2:48][CH2:49][N:50]([S:53]([CH3:56])(=[O:54])=[O:55])[CH2:51][CH2:52]3)=[CH:32][CH:31]=2)[CH2:7][CH2:8][CH2:9][CH2:10][CH2:11]1, predict the reactants needed to synthesize it. The reactants are: O.O.[Sn](Cl)Cl.[CH:6]1([C:12]2[C:13]3[CH:14]=[CH:15][C:16]4[C:17](=[O:60])[NH:18][CH2:19][CH2:20][CH:21]=[CH:22][CH2:23][CH2:24][NH:25][C:26](=[O:59])[CH2:27][N:28]([C:57]=3[CH:58]=4)[C:29]=2[C:30]2[CH:35]=[CH:34][C:33]([O:36][CH2:37][C:38]3[CH:43]=[C:42]([N+:44]([O-])=O)[CH:41]=[CH:40][C:39]=3[N:47]3[CH2:52][CH2:51][N:50]([S:53]([CH3:56])(=[O:55])=[O:54])[CH2:49][CH2:48]3)=[CH:32][CH:31]=2)[CH2:11][CH2:10][CH2:9][CH2:8][CH2:7]1. (7) Given the product [OH:39][CH2:38][C:37]([NH:36][S:33]([C:31]1[CH:32]=[C:27]([C:2]#[C:1][C:3]2[CH:4]=[N:5][N:6]3[C:11]([C:12]([F:14])([F:13])[F:15])=[CH:10][C:9]([C:16]4[CH:21]=[CH:20][C:19]([C:22]([F:25])([F:24])[F:23])=[CH:18][CH:17]=4)=[N:8][C:7]=23)[CH:28]=[CH:29][C:30]=1[O:42][CH3:43])(=[O:35])=[O:34])([CH3:41])[CH3:40], predict the reactants needed to synthesize it. The reactants are: [C:1]([C:3]1[CH:4]=[N:5][N:6]2[C:11]([C:12]([F:15])([F:14])[F:13])=[CH:10][C:9]([C:16]3[CH:21]=[CH:20][C:19]([C:22]([F:25])([F:24])[F:23])=[CH:18][CH:17]=3)=[N:8][C:7]=12)#[CH:2].Br[C:27]1[CH:28]=[CH:29][C:30]([O:42][CH3:43])=[C:31]([S:33]([NH:36][C:37]([CH3:41])([CH3:40])[CH2:38][OH:39])(=[O:35])=[O:34])[CH:32]=1.